From a dataset of Peptide-MHC class I binding affinity with 185,985 pairs from IEDB/IMGT. Regression. Given a peptide amino acid sequence and an MHC pseudo amino acid sequence, predict their binding affinity value. This is MHC class I binding data. The MHC is HLA-A11:01 with pseudo-sequence HLA-A11:01. The peptide sequence is TTQSIHENK. The binding affinity (normalized) is 0.195.